From a dataset of Peptide-MHC class II binding affinity with 134,281 pairs from IEDB. Regression. Given a peptide amino acid sequence and an MHC pseudo amino acid sequence, predict their binding affinity value. This is MHC class II binding data. (1) The peptide sequence is NGNELLLDLSLTKVN. The MHC is HLA-DQA10301-DQB10302 with pseudo-sequence HLA-DQA10301-DQB10302. The binding affinity (normalized) is 0.298. (2) The peptide sequence is DFALIVNAPNHEGIQ. The MHC is DRB5_0101 with pseudo-sequence DRB5_0101. The binding affinity (normalized) is 0.507.